From a dataset of Reaction yield outcomes from USPTO patents with 853,638 reactions. Predict the reaction yield, written as a fraction of the theoretical maximum amount of product (1.0 means a 100% yield; for example, 0.34 means a 34% yield). (1) The reactants are ClC(Cl)(Cl)CC(=N)O[CH:6]([C:8]1[CH:9]=[N:10][C:11]([C:14]2[O:18][N:17]=[C:16]([C:19]3[N:24]=[C:23]([NH2:25])[N:22]=[C:21]([N:26]([CH3:33])[C:27]4[CH:32]=[CH:31][CH:30]=[CH:29][CH:28]=4)[N:20]=3)[N:15]=2)=[CH:12][CH:13]=1)[CH3:7].[F:37][C:38]([F:42])([F:41])[CH2:39][OH:40].C(Cl)Cl.C(=O)(O)[O-].[Na+]. The catalyst is ClCCCl. The product is [CH3:33][N:26]([C:27]1[CH:32]=[CH:31][CH:30]=[CH:29][CH:28]=1)[C:21]1[N:22]=[C:23]([NH2:25])[N:24]=[C:19]([C:16]2[N:15]=[C:14]([C:11]3[CH:12]=[CH:13][C:8]([CH:6]([O:40][CH2:39][C:38]([F:42])([F:41])[F:37])[CH3:7])=[CH:9][N:10]=3)[O:18][N:17]=2)[N:20]=1. The yield is 0.0500. (2) The reactants are C([O-])=O.[NH4+].C([O:12][C:13]1[CH:22]=[C:21]2[C:16]([C:17]([NH:23][C:24]3[CH:25]=[C:26]4[C:30](=[CH:31][CH:32]=3)[NH:29][C:28]([CH3:33])=[C:27]4[CH3:34])=[N:18][CH:19]=[N:20]2)=[CH:15][C:14]=1[O:35][CH3:36])C1C=CC=CC=1.N. The catalyst is [Pd].CN(C=O)C.CO. The product is [CH3:33][C:28]1[NH:29][C:30]2[C:26]([C:27]=1[CH3:34])=[CH:25][C:24]([NH:23][C:17]1[C:16]3[C:21](=[CH:22][C:13]([OH:12])=[C:14]([O:35][CH3:36])[CH:15]=3)[N:20]=[CH:19][N:18]=1)=[CH:32][CH:31]=2. The yield is 0.750. (3) The reactants are ClC(Cl)(Cl)C(Cl)(Cl)Cl.[F:9][C:10]1[CH:11]=[CH:12][C:13]([NH:16][NH:17][C:18]([NH:20][CH:21]([CH3:23])[CH3:22])=O)=[N:14][CH:15]=1.C1(P(C2C=CC=CC=2)C2C=CC=CC=2)C=CC=CC=1.C(N(CC)CC)C. The catalyst is C1COCC1. The product is [F:9][C:10]1[CH:11]=[CH:12][C:13]2[N:14]([C:18]([NH:20][CH:21]([CH3:23])[CH3:22])=[N:17][N:16]=2)[CH:15]=1. The yield is 0.820. (4) The reactants are O.[OH-].[Li+].[CH:4]([C:7]1[N:8]=[C:9]([C:12]([O:14]CC)=[O:13])[S:10][CH:11]=1)([CH3:6])[CH3:5]. The catalyst is O1CCCC1.CO.O. The product is [CH:4]([C:7]1[N:8]=[C:9]([C:12]([OH:14])=[O:13])[S:10][CH:11]=1)([CH3:6])[CH3:5]. The yield is 0.710. (5) The reactants are [C:1]([O:5][C:6]([NH:8][C@@H:9]1[CH2:13][CH2:12][C@:11]([CH:17]([CH3:19])[CH3:18])([C:14]([OH:16])=O)[CH2:10]1)=[O:7])([CH3:4])([CH3:3])[CH3:2].[C:20]1([C:26]2[CH2:27][CH2:28][NH:29][CH2:30][CH:31]=2)[CH:25]=[CH:24][CH:23]=[CH:22][CH:21]=1.C(N(CC)CC)C.F[P-](F)(F)(F)(F)F.N1(O[P+](N(C)C)(N(C)C)N(C)C)C2C=CC=CC=2N=N1. The catalyst is C(Cl)Cl. The product is [C:1]([O:5][C:6](=[O:7])[NH:8][C@@H:9]1[CH2:13][CH2:12][C@:11]([CH:17]([CH3:19])[CH3:18])([C:14]([N:29]2[CH2:28][CH:27]=[C:26]([C:20]3[CH:25]=[CH:24][CH:23]=[CH:22][CH:21]=3)[CH2:31][CH2:30]2)=[O:16])[CH2:10]1)([CH3:2])([CH3:3])[CH3:4]. The yield is 0.800. (6) The reactants are [NH:1]1[CH2:4][CH:3]([C:5]2[NH:6][C:7]([C:11]3[CH:12]=[C:13]([CH:28]=[CH:29][C:30]=3[CH3:31])[C:14]([N:16]3[CH2:19][CH:18]([C:20]4[CH:27]=[CH:26][C:23]([C:24]#[N:25])=[CH:22][CH:21]=4)[CH2:17]3)=[O:15])=[C:8]([CH3:10])[N:9]=2)[CH2:2]1.C(N(CC)CC)C.[C:39](OC(=O)C)(=[O:41])[CH3:40].O. The catalyst is CN(C)C=O.CC#N. The product is [C:39]([N:1]1[CH2:4][CH:3]([C:5]2[NH:6][C:7]([C:11]3[CH:12]=[C:13]([CH:28]=[CH:29][C:30]=3[CH3:31])[C:14]([N:16]3[CH2:17][CH:18]([C:20]4[CH:27]=[CH:26][C:23]([C:24]#[N:25])=[CH:22][CH:21]=4)[CH2:19]3)=[O:15])=[C:8]([CH3:10])[N:9]=2)[CH2:2]1)(=[O:41])[CH3:40]. The yield is 0.370. (7) The reactants are [C:1](=[O:17])([O-])[O:2][C:3]1[CH:8]=CC([N+]([O-])=O)=C[C:4]=1C(C)(C)C.[CH2:18]([NH2:21])[CH2:19][NH2:20].[CH3:22]N(C=O)C. No catalyst specified. The product is [C:1]([NH:20][CH2:19][CH2:18][NH2:21])([O:2][C:3]([CH3:4])([CH3:8])[CH3:22])=[O:17]. The yield is 0.630. (8) The reactants are [CH2:1]([O:3][C:4](=[O:12])[C:5]1[CH:10]=[CH:9][C:8]([NH2:11])=[CH:7][CH:6]=1)[CH3:2].[Br:13][C:14]1[CH:15]=[C:16]([CH:19]=[C:20]([Cl:22])[CH:21]=1)[CH:17]=O. The catalyst is C(O)C. The product is [CH2:1]([O:3][C:4](=[O:12])[C:5]1[CH:10]=[CH:9][C:8]([N:11]=[CH:17][C:16]2[CH:19]=[C:20]([Cl:22])[CH:21]=[C:14]([Br:13])[CH:15]=2)=[CH:7][CH:6]=1)[CH3:2]. The yield is 0.350. (9) The reactants are [CH2:1]([O:8][C:9](=[O:28])[N:10]([CH2:20][C@H:21]([NH2:27])[C@@H:22]([OH:26])[CH2:23][CH2:24][CH3:25])[CH2:11][C:12]1[CH:17]=[CH:16][C:15]([CH3:18])=[CH:14][C:13]=1[CH3:19])[C:2]1[CH:7]=[CH:6][CH:5]=[CH:4][CH:3]=1.[C:29]([O:35][CH2:36][C:37]1[CH:42]=[CH:41][CH:40]=[CH:39][CH:38]=1)(=[O:34])[CH2:30][C:31]([O-])=[O:32].C(N(CC)C(C)C)(C)C.CN(C(ON1N=NC2C=CC=NC1=2)=[N+](C)C)C.F[P-](F)(F)(F)(F)F. The catalyst is C(Cl)Cl.CN(C=O)C. The product is [CH2:36]([O:35][C:29](=[O:34])[CH2:30][C:31]([NH:27][C@@H:21]([CH2:20][N:10]([C:9]([O:8][CH2:1][C:2]1[CH:7]=[CH:6][CH:5]=[CH:4][CH:3]=1)=[O:28])[CH2:11][C:12]1[CH:17]=[CH:16][C:15]([CH3:18])=[CH:14][C:13]=1[CH3:19])[C@@H:22]([OH:26])[CH2:23][CH2:24][CH3:25])=[O:32])[C:37]1[CH:42]=[CH:41][CH:40]=[CH:39][CH:38]=1. The yield is 0.770. (10) The catalyst is O1CCOCC1.O.C1C=CC(P(C2C=CC=CC=2)[C-]2C=CC=C2)=CC=1.C1C=CC(P(C2C=CC=CC=2)[C-]2C=CC=C2)=CC=1.Cl[Pd]Cl.[Fe+2]. The reactants are C([C:3]1[NH:12][C:11](=[O:13])[C:10]2[C:5](=[N:6][CH:7]=[C:8](Br)[N:9]=2)[N:4]=1)C.[F:15][C:16]1[CH:21]=[CH:20][C:19]([C:22]2[O:23][C:24]3[CH:34]=[C:33]([N:35]([CH3:40])[S:36]([CH3:39])(=[O:38])=[O:37])[C:32](B4OC(C)(C)C(C)(C)O4)=[CH:31][C:25]=3[C:26]=2[C:27]([NH:29][CH3:30])=[O:28])=[CH:18][CH:17]=1.C([O-])([O-])=O.[Na+].[Na+]. The product is [F:15][C:16]1[CH:21]=[CH:20][C:19]([C:22]2[O:23][C:24]3[CH:34]=[C:33]([N:35]([CH3:40])[S:36]([CH3:39])(=[O:37])=[O:38])[C:32]([C:8]4[N:9]=[C:10]5[C:5](=[N:6][CH:7]=4)[N:4]=[CH:3][NH:12][C:11]5=[O:13])=[CH:31][C:25]=3[C:26]=2[C:27]([NH:29][CH3:30])=[O:28])=[CH:18][CH:17]=1. The yield is 0.260.